Dataset: Forward reaction prediction with 1.9M reactions from USPTO patents (1976-2016). Task: Predict the product of the given reaction. (1) Given the reactants [CH3:1][CH:2]1[CH2:11][CH2:10][C:9]2[C:4](=[N:5][C:6]([CH3:12])=[CH:7][CH:8]=2)[NH:3]1.[O:13](C(OC(C)(C)C)=O)[C:14]([O:16][C:17]([CH3:20])([CH3:19])[CH3:18])=O, predict the reaction product. The product is: [CH3:12][CH:6]1[CH2:7][CH2:8][C:9]2[C:4](=[N:3][C:2]([CH3:1])=[CH:11][CH:10]=2)[N:5]1[C:14]([O:16][C:17]([CH3:20])([CH3:19])[CH3:18])=[O:13]. (2) Given the reactants [NH2:1][C:2]1[S:3][CH:4]=[C:5]([CH2:7][O:8]/[N:9]=[C:10](/[C:18]2[CH:23]=[CH:22][CH:21]=[CH:20][CH:19]=2)\[C:11]2[N:12]([CH3:17])[O:13][C:14](=[O:16])[N:15]=2)[N:6]=1.FC1C=CC([ClH][C:32](=[O:34])[O-:33])=CC=1.N1[CH:40]=[CH:39][CH:38]=[CH:37][CH:36]=1.[CH:41]1([OH:47])CCCCC1.[C:48](#N)C, predict the reaction product. The product is: [CH3:41][O:47][C:20]1[CH:19]=[C:18](/[C:10](=[N:9]/[O:8][CH2:7][C:5]2[N:6]=[C:2]([NH:1][C:32](=[O:34])[O:33][CH:36]3[CH2:48][CH2:40][CH2:39][CH2:38][CH2:37]3)[S:3][CH:4]=2)/[C:11]2[N:12]([CH3:17])[O:13][C:14](=[O:16])[N:15]=2)[CH:23]=[CH:22][CH:21]=1. (3) Given the reactants Cl.[Cl:2][C:3]1[C:4]([N:9]2[CH2:14][CH2:13][N:12]([CH2:15][CH2:16][NH:17][CH3:18])[CH2:11][CH2:10]2)=[N:5][CH:6]=[CH:7][N:8]=1.C(N(CC)CC)C.[CH3:26][N:27]1[CH:31]=[C:30]([S:32](Cl)(=[O:34])=[O:33])[C:29]([CH3:36])=[N:28]1, predict the reaction product. The product is: [Cl:2][C:3]1[C:4]([N:9]2[CH2:10][CH2:11][N:12]([CH2:15][CH2:16][N:17]([CH3:18])[S:32]([C:30]3[C:29]([CH3:36])=[N:28][N:27]([CH3:26])[CH:31]=3)(=[O:34])=[O:33])[CH2:13][CH2:14]2)=[N:5][CH:6]=[CH:7][N:8]=1. (4) Given the reactants [Li][CH2:2][CH2:3][CH2:4][CH3:5].C(O[B:10]1[O:14][C:13]([CH3:16])([CH3:15])[C:12]([CH3:18])([CH3:17])[O:11]1)(C)C.[C-]#[C-].[Li+].[Li+].Cl.[CH2:24]1[CH2:28]O[CH2:26][CH2:25]1, predict the reaction product. The product is: [CH3:16][C:13]1([CH3:15])[C:12]([CH3:17])([CH3:18])[O:11][B:10]([C:5]#[C:4][C:3]2[CH:2]=[CH:26][CH:25]=[CH:24][CH:28]=2)[O:14]1.